This data is from Catalyst prediction with 721,799 reactions and 888 catalyst types from USPTO. The task is: Predict which catalyst facilitates the given reaction. (1) Reactant: [CH2:1]([O:3][C:4]([C:6]1[NH:7][C:8]([CH3:21])=[C:9]([C:12]2[CH:17]=[CH:16][C:15]([C:18]([OH:20])=O)=[CH:14][CH:13]=2)[C:10]=1[CH3:11])=[O:5])[CH3:2].C(Cl)(=O)C(Cl)=O.[CH3:28][C:29]1[CH:36]=[CH:35][C:32]([CH2:33][NH2:34])=[CH:31][CH:30]=1.C(=O)(O)[O-].[Na+]. Product: [CH2:1]([O:3][C:4]([C:6]1[NH:7][C:8]([CH3:21])=[C:9]([C:12]2[CH:13]=[CH:14][C:15]([C:18](=[O:20])[NH:34][CH2:33][C:32]3[CH:35]=[CH:36][C:29]([CH3:28])=[CH:30][CH:31]=3)=[CH:16][CH:17]=2)[C:10]=1[CH3:11])=[O:5])[CH3:2]. The catalyst class is: 85. (2) Reactant: BrB(Br)Br.C[O:6][C:7]1[CH:12]=[CH:11][CH:10]=[CH:9][C:8]=1[S:13]([N:16]([CH3:18])[CH3:17])(=[O:15])=[O:14].CO. Product: [OH:6][C:7]1[CH:12]=[CH:11][CH:10]=[CH:9][C:8]=1[S:13]([N:16]([CH3:18])[CH3:17])(=[O:15])=[O:14]. The catalyst class is: 4. (3) Reactant: N[C:2]1[C:3]2[C:10]([I:11])=[CH:9][N:8]([C@@H:12]3[O:27][C@H:26]([CH2:28][O:29]CC4C=CC(Cl)=CC=4Cl)[C@@H:15]([O:16]CC4C=CC(Cl)=CC=4Cl)[C@@:13]3([CH3:39])[OH:14])[C:4]=2[N:5]=[CH:6][N:7]=1.B(Cl)(Cl)[Cl:41]. Product: [Cl:41][C:2]1[C:3]2[C:10]([I:11])=[CH:9][N:8]([C@@H:12]3[O:27][C@H:26]([CH2:28][OH:29])[C@@H:15]([OH:16])[C@@:13]3([CH3:39])[OH:14])[C:4]=2[N:5]=[CH:6][N:7]=1. The catalyst class is: 4. (4) Reactant: [NH2:1][CH2:2][CH:3]([C:6]1[CH:11]=[CH:10][C:9]([NH:12][C:13]([C:15]2[N:16]([CH2:22][O:23][CH2:24][CH2:25][Si:26]([CH3:29])([CH3:28])[CH3:27])[CH:17]=[C:18]([C:20]#[N:21])[N:19]=2)=[O:14])=[C:8]([C:30]2[CH2:35][CH2:34][CH2:33][CH2:32][CH:31]=2)[CH:7]=1)[CH2:4][NH2:5].CS[C:38](SC)=[N:39][S:40]([CH3:43])(=[O:42])=[O:41]. Product: [C:30]1([C:8]2[CH:7]=[C:6]([CH:3]3[CH2:2][NH:1][CH:38]([NH:39][S:40]([CH3:43])(=[O:42])=[O:41])[NH:5][CH2:4]3)[CH:11]=[CH:10][C:9]=2[NH:12][C:13]([C:15]2[N:16]([CH2:22][O:23][CH2:24][CH2:25][Si:26]([CH3:29])([CH3:27])[CH3:28])[CH:17]=[C:18]([C:20]#[N:21])[N:19]=2)=[O:14])[CH2:35][CH2:34][CH2:33][CH2:32][CH:31]=1. The catalyst class is: 26. (5) Reactant: [CH3:1][C:2]([CH3:7])([CH2:5][OH:6])[CH2:3][OH:4].CN(C)C=O.[H-].[Na+].Br[CH2:16][C:17]1[CH:22]=[CH:21][CH:20]=[CH:19][CH:18]=1. Product: [CH2:16]([O:4][CH2:3][C:2]([CH3:7])([CH3:1])[CH2:5][OH:6])[C:17]1[CH:22]=[CH:21][CH:20]=[CH:19][CH:18]=1. The catalyst class is: 625. (6) Reactant: [C:1]1([CH2:7][CH2:8][C:9](=[O:11])[CH3:10])[CH:6]=[CH:5][CH:4]=[CH:3][CH:2]=1. Product: [C:1]1([CH2:7][CH2:8][C@@H:9]([OH:11])[CH3:10])[CH:6]=[CH:5][CH:4]=[CH:3][CH:2]=1. The catalyst class is: 131. (7) Reactant: [CH2:1]([O:8][C:9]([NH:11][C@H:12]1[CH2:17][CH2:16][N:15](C(OC(C)(C)C)=O)[CH2:14][C@H:13]1[O:25][CH3:26])=[O:10])[C:2]1[CH:7]=[CH:6][CH:5]=[CH:4][CH:3]=1.Cl.C(OCC)(=O)C. Product: [CH3:26][O:25][C@H:13]1[C@@H:12]([NH:11][C:9](=[O:10])[O:8][CH2:1][C:2]2[CH:7]=[CH:6][CH:5]=[CH:4][CH:3]=2)[CH2:17][CH2:16][NH:15][CH2:14]1. The catalyst class is: 5. (8) Reactant: [Cl:1][C:2]1[CH:3]=[N:4][CH:5]=[C:6]([Cl:9])[C:7]=1[CH3:8].[Li]N([Si](C)(C)C)[Si](C)(C)C.[CH3:20][O:21][C:22]1[CH:23]=[C:24]([CH:27]=[CH:28][C:29]=1[O:30][CH3:31])[CH:25]=[O:26]. Product: [Cl:1][C:2]1[CH:3]=[N:4][CH:5]=[C:6]([Cl:9])[C:7]=1[CH2:8][CH:25]([C:24]1[CH:27]=[CH:28][C:29]([O:30][CH3:31])=[C:22]([O:21][CH3:20])[CH:23]=1)[OH:26]. The catalyst class is: 1. (9) The catalyst class is: 10. Product: [F:33][C:28]1[CH:29]=[CH:30][CH:31]=[CH:32][C:27]=1[CH2:26][CH2:25][CH2:24][N:4]1[C:5]2=[N:10][C:9]([C:11]3[CH:12]=[CH:13][N:14]=[CH:15][CH:16]=3)=[CH:8][C:7](=[O:17])[N:6]2[CH2:18][CH:2]([OH:1])[CH2:3]1. Reactant: [OH:1][CH:2]1[CH2:18][N:6]2[C:7](=[O:17])[CH:8]=[C:9]([C:11]3[CH:16]=[CH:15][N:14]=[CH:13][CH:12]=3)[N:10]=[C:5]2[NH:4][CH2:3]1.CS(O[CH2:24][CH2:25][CH2:26][C:27]1[CH:32]=[CH:31][CH:30]=[CH:29][C:28]=1[F:33])(=O)=O.[F-].[K+]. (10) Reactant: [F:1][C:2]1[C:7]([F:8])=[C:6]([F:9])[CH:5]=[CH:4][C:3]=1[C:10]#[CH:11].C[Mg+].[Br-].[CH2:15]([C@H:17]1[CH2:22][CH2:21][C@H:20]([CH:23]=[O:24])[CH2:19][CH2:18]1)[CH3:16].Cl. Product: [CH2:15]([C@H:17]1[CH2:22][CH2:21][C@H:20]([CH:23]([OH:24])[C:11]#[C:10][C:3]2[CH:4]=[CH:5][C:6]([F:9])=[C:7]([F:8])[C:2]=2[F:1])[CH2:19][CH2:18]1)[CH3:16]. The catalyst class is: 7.